This data is from Catalyst prediction with 721,799 reactions and 888 catalyst types from USPTO. The task is: Predict which catalyst facilitates the given reaction. (1) Reactant: C([NH:4][C:5]1[N:9]([CH3:10])[N:8]=[C:7]([C:11]([CH3:14])([CH3:13])[CH3:12])[CH:6]=1)(=O)C.[N+:15]([O-])([OH:17])=[O:16]. Product: [NH2:4][C:5]1[N:9]([CH3:10])[N:8]=[C:7]([C:11]([CH3:12])([CH3:13])[CH3:14])[C:6]=1[N+:15]([O-:17])=[O:16]. The catalyst class is: 65. (2) Reactant: Br[C:2]1[CH:11]=[CH:10][C:9]2[C:4](=[CH:5][CH:6]=[C:7]([O:12][CH3:13])[N:8]=2)[N:3]=1.[NH2:14][C:15]1[S:16][C:17]([C:23]2[CH:28]=[CH:27][C:26]([C:29]([OH:32])([CH3:31])[CH3:30])=[CH:25][CH:24]=2)=[CH:18][C:19]=1[C:20]([NH2:22])=[O:21].C(=O)([O-])[O-].[K+].[K+].CC(C1C=C(C(C)C)C(C2C=CC=CC=2P(C2CCCCC2)C2CCCCC2)=C(C(C)C)C=1)C. Product: [OH:32][C:29]([C:26]1[CH:25]=[CH:24][C:23]([C:17]2[S:16][C:15]([NH:14][C:2]3[CH:11]=[CH:10][C:9]4[C:4](=[CH:5][CH:6]=[C:7]([O:12][CH3:13])[N:8]=4)[N:3]=3)=[C:19]([C:20]([NH2:22])=[O:21])[CH:18]=2)=[CH:28][CH:27]=1)([CH3:31])[CH3:30]. The catalyst class is: 110. (3) Reactant: [CH3:1][C:2]1[N:7]([C:8]2[CH:13]=[CH:12][CH:11]=[C:10]([C:14]([F:17])([F:16])[F:15])[CH:9]=2)[C:6](=[O:18])[C:5]([C:19]([OH:21])=[O:20])=[CH:4][CH:3]=1.[I:22]I.S(=O)(=O)(O)O.[N+]([O-])(O)=O. Product: [I:22][C:3]1[CH:4]=[C:5]([C:19]([OH:21])=[O:20])[C:6](=[O:18])[N:7]([C:8]2[CH:13]=[CH:12][CH:11]=[C:10]([C:14]([F:16])([F:17])[F:15])[CH:9]=2)[C:2]=1[CH3:1]. The catalyst class is: 15. (4) The catalyst class is: 376. Reactant: F[C:2]1[CH:3]=[C:4]([CH:8]=[CH:9][C:10]=1[C:11]([F:14])([F:13])[F:12])[C:5](O)=[O:6].[CH3:15][O-:16].[Na+].Cl. Product: [CH3:15][O:16][C:2]1[CH:3]=[C:4]([CH:8]=[CH:9][C:10]=1[C:11]([F:14])([F:13])[F:12])[CH:5]=[O:6]. (5) The catalyst class is: 7. Reactant: [OH:1][CH2:2][CH2:3][CH2:4][CH2:5][CH2:6][C:7]1[O:11][N:10]=[C:9]([C:12]([O:14][CH2:15][CH3:16])=[O:13])[CH:8]=1.[C:17]1(P([C:17]2[CH:22]=[CH:21][CH:20]=[CH:19][CH:18]=2)[C:17]2[CH:22]=[CH:21][CH:20]=[CH:19][CH:18]=2)[CH:22]=[CH:21][CH:20]=[CH:19][CH:18]=1.C1(O)C=CC=CC=1.N(C(OCC)=O)=NC(OCC)=O.Cl. Product: [O:1]([CH2:2][CH2:3][CH2:4][CH2:5][CH2:6][C:7]1[O:11][N:10]=[C:9]([C:12]([O:14][CH2:15][CH3:16])=[O:13])[CH:8]=1)[C:17]1[CH:22]=[CH:21][CH:20]=[CH:19][CH:18]=1. (6) Reactant: [Cl:1][C:2]1[C:7]2[N:8]=[C:9]([CH3:11])[S:10][C:6]=2[CH:5]=[CH:4][C:3]=1[NH2:12].[CH3:13][O:14][C:15]1[CH:16]=[C:17]([CH2:21][C:22](Cl)=[O:23])[CH:18]=[CH:19][CH:20]=1.C(N(CC)CC)C. Product: [Cl:1][C:2]1[C:7]2[N:8]=[C:9]([CH3:11])[S:10][C:6]=2[CH:5]=[CH:4][C:3]=1[NH:12][C:22](=[O:23])[CH2:21][C:17]1[CH:18]=[CH:19][CH:20]=[C:15]([O:14][CH3:13])[CH:16]=1. The catalyst class is: 1. (7) The catalyst class is: 31. Reactant: IC.[F:3][C:4]1[CH:5]=[C:6]([C@:20]2([S:32]([C:35]3[CH:40]=[CH:39][C:38]([F:41])=[CH:37][CH:36]=3)(=[O:34])=[O:33])[CH2:24][CH2:23][N:22]([C:25]([O:27][C:28]([CH3:31])([CH3:30])[CH3:29])=[O:26])[CH2:21]2)[CH:7]=[CH:8][C:9]=1[C:10]([OH:19])([C:15]([F:18])([F:17])[F:16])[C:11]([F:14])([F:13])[F:12].[C:42](=O)([O-])[O-].[K+].[K+]. Product: [F:3][C:4]1[CH:5]=[C:6]([C@:20]2([S:32]([C:35]3[CH:36]=[CH:37][C:38]([F:41])=[CH:39][CH:40]=3)(=[O:34])=[O:33])[CH2:24][CH2:23][N:22]([C:25]([O:27][C:28]([CH3:31])([CH3:30])[CH3:29])=[O:26])[CH2:21]2)[CH:7]=[CH:8][C:9]=1[C:10]([O:19][CH3:42])([C:15]([F:16])([F:17])[F:18])[C:11]([F:12])([F:13])[F:14].